The task is: Predict the reactants needed to synthesize the given product.. This data is from Full USPTO retrosynthesis dataset with 1.9M reactions from patents (1976-2016). Given the product [C:1]1([NH:7][C:8]([N:10]2[CH2:15][CH2:14][N:13]([CH2:26][C:17]3[CH:18]=[CH:19][C:20]4[C:25](=[CH:24][CH:23]=[CH:22][CH:21]=4)[CH:16]=3)[CH2:12][CH2:11]2)=[O:9])[CH:6]=[CH:5][CH:4]=[CH:3][CH:2]=1, predict the reactants needed to synthesize it. The reactants are: [C:1]1([NH:7][C:8]([N:10]2[CH2:15][CH2:14][NH:13][CH2:12][CH2:11]2)=[O:9])[CH:6]=[CH:5][CH:4]=[CH:3][CH:2]=1.[CH:16]1[C:25]2[C:20](=[CH:21][CH:22]=[CH:23][CH:24]=2)[CH:19]=[CH:18][C:17]=1[CH:26]=O.[BH-](OC(C)=O)(OC(C)=O)OC(C)=O.[Na+].[OH-].[K+].